Dataset: Full USPTO retrosynthesis dataset with 1.9M reactions from patents (1976-2016). Task: Predict the reactants needed to synthesize the given product. Given the product [CH3:26][C:22]1[N:21]=[C:20]([C:12]2[N:13]=[C:14]3[CH:19]=[CH:18][CH:17]=[CH:16][N:15]3[C:11]=2[C:9]2[CH:8]=[CH:7][N:6]=[C:5]([NH:27][CH2:28][CH2:29][C:30]3[CH:31]=[CH:32][C:33]([S:36]([NH2:39])(=[O:37])=[O:38])=[CH:34][CH:35]=3)[N:10]=2)[CH:25]=[CH:24][CH:23]=1, predict the reactants needed to synthesize it. The reactants are: CS([C:5]1[N:10]=[C:9]([C:11]2[N:15]3[CH:16]=[CH:17][CH:18]=[CH:19][C:14]3=[N:13][C:12]=2[C:20]2[CH:25]=[CH:24][CH:23]=[C:22]([CH3:26])[N:21]=2)[CH:8]=[CH:7][N:6]=1)(=O)=O.[NH2:27][CH2:28][CH2:29][C:30]1[CH:35]=[CH:34][C:33]([S:36]([NH2:39])(=[O:38])=[O:37])=[CH:32][CH:31]=1.